This data is from Peptide-MHC class II binding affinity with 134,281 pairs from IEDB. The task is: Regression. Given a peptide amino acid sequence and an MHC pseudo amino acid sequence, predict their binding affinity value. This is MHC class II binding data. (1) The peptide sequence is GGCINANQVIVNNLD. The MHC is DRB1_0101 with pseudo-sequence DRB1_0101. The binding affinity (normalized) is 0.718. (2) The binding affinity (normalized) is 0.233. The peptide sequence is EYKSDYVYEPFPKEV. The MHC is DRB1_0405 with pseudo-sequence DRB1_0405. (3) The peptide sequence is AYLVLDPLIYFGPFA. The MHC is HLA-DQA10101-DQB10501 with pseudo-sequence HLA-DQA10101-DQB10501. The binding affinity (normalized) is 0.549. (4) The peptide sequence is LLVVAVGLRVVC. The MHC is DRB1_1101 with pseudo-sequence DRB1_1101. The binding affinity (normalized) is 0. (5) The peptide sequence is ASYASPSLQTLIAVS. The MHC is DRB1_0101 with pseudo-sequence DRB1_0101. The binding affinity (normalized) is 0.831. (6) The peptide sequence is SFVMMSAPPAEYKLQ. The MHC is DRB1_1501 with pseudo-sequence DRB1_1501. The binding affinity (normalized) is 0.598.